Dataset: Full USPTO retrosynthesis dataset with 1.9M reactions from patents (1976-2016). Task: Predict the reactants needed to synthesize the given product. (1) Given the product [Cl:1][C:2]1[CH:3]=[CH:4][C:5]([C:8]2[CH:9]=[C:10]3[CH:25]([OH:26])[CH:24]([CH3:32])[C:23]([CH3:28])([CH3:27])[O:22][C:11]3=[N:12][C:13]=2[C:14]2[CH:19]=[CH:18][C:17]([Cl:20])=[CH:16][C:15]=2[Cl:21])=[CH:6][CH:7]=1, predict the reactants needed to synthesize it. The reactants are: [Cl:1][C:2]1[CH:7]=[CH:6][C:5]([C:8]2[CH:9]=[C:10]3[C:25](=[O:26])[CH2:24][C:23]([CH3:28])([CH3:27])[O:22][C:11]3=[N:12][C:13]=2[C:14]2[CH:19]=[CH:18][C:17]([Cl:20])=[CH:16][C:15]=2[Cl:21])=[CH:4][CH:3]=1.C=O.N1CCC[CH2:32]1.[BH4-].[Na+]. (2) The reactants are: [CH3:1][C:2]1[C:6]([C:7]2[CH:8]=C(N)C(NC)=[C:11]([I:13])[CH:12]=2)=[C:5]([CH3:17])[O:4][N:3]=1.C1N=CN([C:23]([N:25]2[CH:29]=[N:28][CH:27]=[CH:26]2)=O)C=1.C1C[O:33]CC1. Given the product [CH3:1][C:2]1[C:6]([C:7]2[CH:12]=[C:11]([I:13])[C:26]3[N:25]([CH3:23])[C:29](=[O:33])[NH:28][C:27]=3[CH:8]=2)=[C:5]([CH3:17])[O:4][N:3]=1, predict the reactants needed to synthesize it. (3) The reactants are: [CH2:1]([OH:6])[CH2:2][CH2:3][CH2:4][CH3:5].[C:7]1([CH3:14])[C:8]([CH3:13])=[CH:9][CH:10]=[CH:11][CH:12]=1. Given the product [CH2:1]([OH:6])[CH2:2][CH2:3][CH2:4][CH3:5].[C:7]1([CH3:14])[C:8]([CH3:13])=[CH:9][CH:10]=[CH:11][CH:12]=1, predict the reactants needed to synthesize it. (4) Given the product [CH3:1][N:2]1[CH2:6][CH2:5][C@H:4]([O:7][C:8]2[CH:9]=[C:10]([CH:15]=[C:16]([O:18][CH2:19][C:20]3[CH:25]=[CH:24][CH:23]=[CH:22][CH:21]=3)[CH:17]=2)[C:11]([OH:13])=[O:12])[C:3]1=[O:26], predict the reactants needed to synthesize it. The reactants are: [CH3:1][N:2]1[CH2:6][CH2:5][C@H:4]([O:7][C:8]2[CH:9]=[C:10]([CH:15]=[C:16]([O:18][CH2:19][C:20]3[CH:25]=[CH:24][CH:23]=[CH:22][CH:21]=3)[CH:17]=2)[C:11]([O:13]C)=[O:12])[C:3]1=[O:26].CO.[OH-].[Li+].O. (5) Given the product [SH:10][CH2:11][CH:12]([CH3:1])[C:13]([OH:15])=[O:14].[SH:24][CH2:21][CH:20]([CH3:19])[C:29]([OH:30])=[O:32].[SH:10][CH2:11][CH:12]([CH3:18])[C:13]([OH:15])=[O:14].[CH2:1]([C:3]([CH2:8][OH:9])([CH2:6][OH:7])[CH2:4][CH3:5])[OH:2], predict the reactants needed to synthesize it. The reactants are: [CH2:1]([C:3]([CH2:8][OH:9])([CH2:6][OH:7])[CH2:4][CH3:5])[OH:2].[SH:10][CH:11](C)[CH2:12][C:13]([OH:15])=[O:14].O.[C:18]1(C)C=C[C:21]([S:24](O)(=O)=O)=[CH:20][CH:19]=1.[C:29](=[O:32])([O-])[OH:30].[Na+]. (6) Given the product [F:1][C:2]1[CH:3]=[C:4]([CH:5]=[CH:6][C:7]([N:21]([O:33][CH3:34])[CH3:23])=[O:8])[CH:10]=[CH:11][CH:12]=1, predict the reactants needed to synthesize it. The reactants are: [F:1][C:2]1[CH:3]=[C:4]([CH:10]=[CH:11][CH:12]=1)[CH:5]=[CH:6][C:7](O)=[O:8].CCN=C=NCCC[N:21]([CH3:23])C.Cl.C(N(CC)CC)C.N[O:33][CH3:34].Cl.